This data is from Full USPTO retrosynthesis dataset with 1.9M reactions from patents (1976-2016). The task is: Predict the reactants needed to synthesize the given product. Given the product [Cl-:7].[CH3:1][O:2][C:3]1[CH:4]=[C:5]([CH:8]=[C:9]([O:13][CH3:14])[C:10]=1[O:11][CH3:12])[CH2:6][Zn+:15], predict the reactants needed to synthesize it. The reactants are: [CH3:1][O:2][C:3]1[CH:4]=[C:5]([CH:8]=[C:9]([O:13][CH3:14])[C:10]=1[O:11][CH3:12])[CH2:6][Cl:7].[Zn:15].NC1C=CC(I)=CC=1C#N.